Dataset: Reaction yield outcomes from USPTO patents with 853,638 reactions. Task: Predict the reaction yield, written as a fraction of the theoretical maximum amount of product (1.0 means a 100% yield; for example, 0.34 means a 34% yield). (1) The reactants are Br[C:2]1[N:11]([CH2:12][CH2:13][CH2:14][O:15][Si:16]([C:19]([CH3:22])([CH3:21])[CH3:20])([CH3:18])[CH3:17])[C:5]2[N:6]=[CH:7][N:8]=[C:9]([NH2:10])[C:4]=2[C:3]=1[C:23]1[CH:28]=[CH:27][C:26]([CH3:29])=[CH:25][CH:24]=1.[CH2:30](C([Sn])=C(CCCC)CCCC)[CH2:31]CC.C1C=CC=CC=1. The catalyst is C1(C)C=CC=CC=1.C1C=CC([P]([Pd]([P](C2C=CC=CC=2)(C2C=CC=CC=2)C2C=CC=CC=2)([P](C2C=CC=CC=2)(C2C=CC=CC=2)C2C=CC=CC=2)[P](C2C=CC=CC=2)(C2C=CC=CC=2)C2C=CC=CC=2)(C2C=CC=CC=2)C2C=CC=CC=2)=CC=1. The product is [Si:16]([O:15][CH2:14][CH2:13][CH2:12][N:11]1[C:5]2[N:6]=[CH:7][N:8]=[C:9]([NH2:10])[C:4]=2[C:3]([C:23]2[CH:28]=[CH:27][C:26]([CH3:29])=[CH:25][CH:24]=2)=[C:2]1[CH:30]=[CH2:31])([C:19]([CH3:22])([CH3:21])[CH3:20])([CH3:18])[CH3:17]. The yield is 0.850. (2) The reactants are [CH:1]([O:4][C:5]([N:7]1[CH:12]([CH2:13][CH3:14])[CH2:11][CH:10]([NH:15][C:16]2[N:21]=[CH:20][C:19]([O:22][CH2:23][C:24]3[CH:29]=[CH:28][CH:27]=[CH:26][CH:25]=3)=[CH:18][N:17]=2)[CH2:9][CH:8]1[CH2:30][CH3:31])=[O:6])([CH3:3])[CH3:2].[H-].[Na+].Br[CH2:35][C:36]1[CH:41]=[C:40]([C:42]([F:45])([F:44])[F:43])[CH:39]=[C:38]([Cl:46])[CH:37]=1.O. The catalyst is CN(C=O)C. The product is [CH:1]([O:4][C:5]([N:7]1[CH:8]([CH2:30][CH3:31])[CH2:9][CH:10]([N:15]([C:16]2[N:21]=[CH:20][C:19]([O:22][CH2:23][C:24]3[CH:29]=[CH:28][CH:27]=[CH:26][CH:25]=3)=[CH:18][N:17]=2)[CH2:35][C:36]2[CH:41]=[C:40]([C:42]([F:43])([F:44])[F:45])[CH:39]=[C:38]([Cl:46])[CH:37]=2)[CH2:11][CH:12]1[CH2:13][CH3:14])=[O:6])([CH3:3])[CH3:2]. The yield is 0.760. (3) The reactants are [F:1][C:2]1[CH:3]=[C:4]([CH:39]=[C:40]([F:42])[CH:41]=1)[C:5]([C:7]1[CH:8]=[C:9]2[C:13](=[CH:14][CH:15]=1)[NH:12][N:11]=[C:10]2[NH:16][C:17](=[O:38])[C:18]1[CH:23]=[CH:22][C:21]([N:24]2[CH2:29][CH2:28][N:27]([CH3:30])[CH2:26][CH2:25]2)=[CH:20][C:19]=1[NH:31][CH:32]1[CH2:37][CH2:36][O:35][CH2:34][CH2:33]1)=[O:6].[BH4-].[Na+]. The catalyst is C(O)(C)C. The product is [F:1][C:2]1[CH:3]=[C:4]([CH:5]([OH:6])[C:7]2[CH:8]=[C:9]3[C:13](=[CH:14][CH:15]=2)[NH:12][N:11]=[C:10]3[NH:16][C:17](=[O:38])[C:18]2[CH:23]=[CH:22][C:21]([N:24]3[CH2:29][CH2:28][N:27]([CH3:30])[CH2:26][CH2:25]3)=[CH:20][C:19]=2[NH:31][CH:32]2[CH2:37][CH2:36][O:35][CH2:34][CH2:33]2)[CH:39]=[C:40]([F:42])[CH:41]=1. The yield is 0.450.